The task is: Regression. Given two drug SMILES strings and cell line genomic features, predict the synergy score measuring deviation from expected non-interaction effect.. This data is from NCI-60 drug combinations with 297,098 pairs across 59 cell lines. (1) Drug 1: CC1C(C(CC(O1)OC2CC(OC(C2O)C)OC3=CC4=CC5=C(C(=O)C(C(C5)C(C(=O)C(C(C)O)O)OC)OC6CC(C(C(O6)C)O)OC7CC(C(C(O7)C)O)OC8CC(C(C(O8)C)O)(C)O)C(=C4C(=C3C)O)O)O)O. Drug 2: CC1=C(C(=O)C2=C(C1=O)N3CC4C(C3(C2COC(=O)N)OC)N4)N. Cell line: OVCAR3. Synergy scores: CSS=27.6, Synergy_ZIP=-5.43, Synergy_Bliss=-6.52, Synergy_Loewe=-18.9, Synergy_HSA=-4.62. (2) Drug 1: C1CN1C2=NC(=NC(=N2)N3CC3)N4CC4. Drug 2: CC1C(C(CC(O1)OC2CC(CC3=C2C(=C4C(=C3O)C(=O)C5=C(C4=O)C(=CC=C5)OC)O)(C(=O)CO)O)N)O.Cl. Cell line: EKVX. Synergy scores: CSS=8.58, Synergy_ZIP=-4.58, Synergy_Bliss=-4.08, Synergy_Loewe=-1.93, Synergy_HSA=-1.15. (3) Drug 1: CC1=C2C(C(=O)C3(C(CC4C(C3C(C(C2(C)C)(CC1OC(=O)C(C(C5=CC=CC=C5)NC(=O)C6=CC=CC=C6)O)O)OC(=O)C7=CC=CC=C7)(CO4)OC(=O)C)O)C)OC(=O)C. Drug 2: CCN(CC)CCCC(C)NC1=C2C=C(C=CC2=NC3=C1C=CC(=C3)Cl)OC. Cell line: UACC-257. Synergy scores: CSS=7.22, Synergy_ZIP=-8.75, Synergy_Bliss=-4.92, Synergy_Loewe=-16.6, Synergy_HSA=-3.86. (4) Drug 1: CC1=C(C(CCC1)(C)C)C=CC(=CC=CC(=CC(=O)O)C)C. Drug 2: C(CN)CNCCSP(=O)(O)O. Cell line: OVCAR-5. Synergy scores: CSS=-0.812, Synergy_ZIP=0.559, Synergy_Bliss=-1.11, Synergy_Loewe=-1.11, Synergy_HSA=-2.09. (5) Drug 1: C1=C(C(=O)NC(=O)N1)N(CCCl)CCCl. Drug 2: CC1=C(C(=O)C2=C(C1=O)N3CC4C(C3(C2COC(=O)N)OC)N4)N. Cell line: DU-145. Synergy scores: CSS=50.6, Synergy_ZIP=-1.34, Synergy_Bliss=-2.48, Synergy_Loewe=-17.6, Synergy_HSA=-0.849.